From a dataset of Forward reaction prediction with 1.9M reactions from USPTO patents (1976-2016). Predict the product of the given reaction. (1) Given the reactants [CH:1]([C:4]1[S:13][C:12]2[NH:11][C:10]3[CH:14]=[CH:15][CH:16]=[CH:17][C:9]=3[NH:8][C:7](=S)[C:6]=2[N:5]=1)([CH3:3])[CH3:2].FC(F)(F)S([O:24][CH3:25])(=O)=O.[F:28][C:29]1[CH:34]=[CH:33][C:32]([CH2:35][CH2:36][C@H:37]2[CH2:42][NH:41][CH2:40][CH2:39][NH:38]2)=[CH:31][CH:30]=1, predict the reaction product. The product is: [NH3:5].[CH3:25][OH:24].[F:28][C:29]1[CH:34]=[CH:33][C:32]([CH2:35][CH2:36][C@@H:37]2[NH:38][CH2:39][CH2:40][N:41]([C:7]3[C:6]4[N:5]=[C:4]([CH:1]([CH3:3])[CH3:2])[S:13][C:12]=4[NH:11][C:10]4[CH:14]=[CH:15][CH:16]=[CH:17][C:9]=4[N:8]=3)[CH2:42]2)=[CH:31][CH:30]=1. (2) Given the reactants [NH2:1][C:2]1[N:6]([C:7]2[CH:12]=[CH:11][C:10]([CH2:13][OH:14])=[CH:9][CH:8]=2)[N:5]=[C:4]([C:15]([CH3:18])([CH3:17])[CH3:16])[CH:3]=1.N1C=CN=C1.[CH3:24][C:25]([Si:28](Cl)([CH3:30])[CH3:29])([CH3:27])[CH3:26], predict the reaction product. The product is: [C:15]([C:4]1[CH:3]=[C:2]([NH2:1])[N:6]([C:7]2[CH:12]=[CH:11][C:10]([CH2:13][O:14][Si:28]([C:25]([CH3:27])([CH3:26])[CH3:24])([CH3:30])[CH3:29])=[CH:9][CH:8]=2)[N:5]=1)([CH3:18])([CH3:17])[CH3:16]. (3) Given the reactants [OH:1][CH:2]([CH2:18][N:19]1[CH2:23][CH2:22][CH2:21][CH2:20]1)[CH2:3][O:4][C:5]1[CH:14]=[C:13]2[C:8]([C:9](=[O:15])[NH:10][CH:11]=[N:12]2)=[CH:7][C:6]=1[O:16][CH3:17].O.[CH3:25][C:26](CC(O)=O)=[O:27].[OH-].[Na+], predict the reaction product. The product is: [C:26]([O:1][CH:2]([CH2:18][N:19]1[CH2:23][CH2:22][CH2:21][CH2:20]1)[CH2:3][O:4][C:5]1[CH:14]=[C:13]2[C:8]([C:9](=[O:15])[NH:10][CH:11]=[N:12]2)=[CH:7][C:6]=1[O:16][CH3:17])(=[O:27])[CH3:25]. (4) Given the reactants [P:1]([O:33][CH2:34][C:35]1[CH:40]=[CH:39][CH:38]=[CH:37][CH:36]=1)([O:25][CH2:26][C:27]1[CH:32]=[CH:31][CH:30]=[CH:29][CH:28]=1)([O:3][CH2:4][C@@H:5]1[C@@H:12]2[C@@H:8]([O:9]C(C)(C)[O:11]2)[C@H:7]([N:15]2[CH:20]=[CH:19][N:18]=[C:17]([C:21]([NH2:23])=[O:22])[C:16]2=[O:24])[O:6]1)=[O:2].Cl, predict the reaction product. The product is: [P:1]([O:25][CH2:26][C:27]1[CH:32]=[CH:31][CH:30]=[CH:29][CH:28]=1)([O:33][CH2:34][C:35]1[CH:40]=[CH:39][CH:38]=[CH:37][CH:36]=1)([O:3][CH2:4][C@@H:5]1[C@@H:12]([OH:11])[C@@H:8]([OH:9])[C@H:7]([N:15]2[CH:20]=[CH:19][N:18]=[C:17]([C:21]([NH2:23])=[O:22])[C:16]2=[O:24])[O:6]1)=[O:2]. (5) Given the reactants [Br:1][C:2]1[CH:7]=[CH:6][C:5]([S:8](Cl)(=[O:10])=[O:9])=[CH:4][C:3]=1[CH3:12].[CH3:13][NH:14]C.Cl.CN, predict the reaction product. The product is: [Br:1][C:2]1[CH:7]=[CH:6][C:5]([S:8]([NH:14][CH3:13])(=[O:10])=[O:9])=[CH:4][C:3]=1[CH3:12].